This data is from Catalyst prediction with 721,799 reactions and 888 catalyst types from USPTO. The task is: Predict which catalyst facilitates the given reaction. Reactant: [C:1]1([N:6]2[CH2:10][CH2:9][CH2:8][CH2:7]2)[CH2:5][CH2:4][CH2:3][CH:2]=1.[H][H].[CH2:13]([OH:15])C. Product: [OH-:15].[CH:1]1([N+:6]2([CH3:13])[CH2:10][CH2:9][CH2:8][CH2:7]2)[CH2:5][CH2:4][CH2:3][CH2:2]1. The catalyst class is: 45.